Dataset: Full USPTO retrosynthesis dataset with 1.9M reactions from patents (1976-2016). Task: Predict the reactants needed to synthesize the given product. Given the product [C:1]([NH:4][CH2:5][CH2:6][CH2:7][S:8]([O:11][CH2:12][C:13]([CH3:30])([CH3:31])[C@@H:14]([OH:22])[C:15]([O:17][CH2:18][CH:19]([CH3:20])[CH3:21])=[O:16])(=[O:9])=[O:10])(=[O:3])[CH3:2], predict the reactants needed to synthesize it. The reactants are: [C:1]([NH:4][CH2:5][CH2:6][CH2:7][S:8]([O:11][CH2:12][C:13]([CH3:31])([CH3:30])[C@@H:14]([O:22]CC1C=CC=CC=1)[C:15]([O:17][CH2:18][CH:19]([CH3:21])[CH3:20])=[O:16])(=[O:10])=[O:9])(=[O:3])[CH3:2].